From a dataset of Forward reaction prediction with 1.9M reactions from USPTO patents (1976-2016). Predict the product of the given reaction. (1) Given the reactants [OH:1][C:2]1[CH:11]=[CH:10][C:5]2[C:6](=[O:9])[CH2:7][O:8][C:4]=2[C:3]=1[CH2:12][N:13]1[CH2:18][CH2:17][N:16]([C:19]([O:21][C:22]([CH3:25])([CH3:24])[CH3:23])=[O:20])[CH2:15][CH2:14]1.[CH2:26](O)[CH3:27].C1(P(C2C=CC=CC=2)C2C=CC=CC=2)C=CC=CC=1.N(C(OCC)=O)=NC(OCC)=O, predict the reaction product. The product is: [CH2:26]([O:1][C:2]1[CH:11]=[CH:10][C:5]2[C:6](=[O:9])[CH2:7][O:8][C:4]=2[C:3]=1[CH2:12][N:13]1[CH2:14][CH2:15][N:16]([C:19]([O:21][C:22]([CH3:25])([CH3:24])[CH3:23])=[O:20])[CH2:17][CH2:18]1)[CH3:27]. (2) Given the reactants Cl.[CH:2]1([CH2:5][O:6][C:7]2[CH:12]=[CH:11][C:10]([C:13]([F:16])([F:15])[F:14])=[CH:9][C:8]=2[C:17]2[C:18]3[NH:25][C:24]([CH3:26])=[C:23]([C:27]([NH:29][CH:30]4[CH2:35][CH2:34][NH:33][CH2:32][CH2:31]4)=[O:28])[C:19]=3[N:20]=[CH:21][N:22]=2)[CH2:4][CH2:3]1.C([O:39][C@@H:40]([CH3:44])[C:41](Cl)=[O:42])(=O)C, predict the reaction product. The product is: [CH:2]1([CH2:5][O:6][C:7]2[CH:12]=[CH:11][C:10]([C:13]([F:15])([F:14])[F:16])=[CH:9][C:8]=2[C:17]2[C:18]3[NH:25][C:24]([CH3:26])=[C:23]([C:27]([NH:29][CH:30]4[CH2:31][CH2:32][N:33]([C:41](=[O:42])[C@@H:40]([OH:39])[CH3:44])[CH2:34][CH2:35]4)=[O:28])[C:19]=3[N:20]=[CH:21][N:22]=2)[CH2:3][CH2:4]1. (3) Given the reactants C([O:8][NH:9][C:10](=[O:28])[CH2:11][CH2:12][CH2:13][CH2:14][CH2:15][CH2:16][CH2:17][N:18]1[CH2:27][CH2:26][C:25]2[C:20](=[CH:21][CH:22]=[CH:23][CH:24]=2)[CH2:19]1)C1C=CC=CC=1, predict the reaction product. The product is: [OH:8][NH:9][C:10](=[O:28])[CH2:11][CH2:12][CH2:13][CH2:14][CH2:15][CH2:16][CH2:17][N:18]1[CH2:27][CH2:26][C:25]2[C:20](=[CH:21][CH:22]=[CH:23][CH:24]=2)[CH2:19]1. (4) Given the reactants [C:1]([C:3]1[CH:12]=[C:11]2[C:6]([CH:7]=[C:8]([N:13]3[CH2:18][CH2:17][N:16](C(OC(C)(C)C)=O)[CH2:15][C:14]3=[O:26])[CH:9]=[N:10]2)=[CH:5][CH:4]=1)#[N:2].C(O)(C(F)(F)F)=O, predict the reaction product. The product is: [O:26]=[C:14]1[CH2:15][NH:16][CH2:17][CH2:18][N:13]1[C:8]1[CH:9]=[N:10][C:11]2[C:6]([CH:7]=1)=[CH:5][CH:4]=[C:3]([C:1]#[N:2])[CH:12]=2. (5) Given the reactants [K+].[CH3:2][C:3]1[CH:4]=[CH:5][C:6]([S:9]([NH-:12])(=[O:11])=[O:10])=[N:7][CH:8]=1.[Cl:13][C:14]1[C:19]([O:20][C:21]2[CH:26]=[CH:25][CH:24]=[CH:23][C:22]=2[O:27][CH3:28])=[C:18](Cl)[N:17]=[C:16]([CH3:30])[N:15]=1.O, predict the reaction product. The product is: [CH3:2][C:3]1[CH:4]=[CH:5][C:6]([S:9]([NH:12][C:18]2[C:19]([O:20][C:21]3[CH:26]=[CH:25][CH:24]=[CH:23][C:22]=3[O:27][CH3:28])=[C:14]([Cl:13])[N:15]=[C:16]([CH3:30])[N:17]=2)(=[O:11])=[O:10])=[N:7][CH:8]=1. (6) Given the reactants [CH2:1]([O:8][C:9]1[CH:25]=[CH:24][CH:23]=[CH:22][C:10]=1[C:11]([NH:13][C@@H:14]([C@H:19]([OH:21])[CH3:20])[C:15]([O:17][CH3:18])=[O:16])=O)[C:2]1[CH:7]=[CH:6][CH:5]=[CH:4][CH:3]=1.C(Cl)Cl.S(Cl)(Cl)=O, predict the reaction product. The product is: [CH2:1]([O:8][C:9]1[CH:25]=[CH:24][CH:23]=[CH:22][C:10]=1[C:11]1[O:21][C@@H:19]([CH3:20])[C@@H:14]([C:15]([O:17][CH3:18])=[O:16])[N:13]=1)[C:2]1[CH:7]=[CH:6][CH:5]=[CH:4][CH:3]=1.